From a dataset of Full USPTO retrosynthesis dataset with 1.9M reactions from patents (1976-2016). Predict the reactants needed to synthesize the given product. (1) Given the product [C:10]([O:8][C:4]1[N:5]=[N:6][CH:7]=[C:2]([Cl:1])[CH:3]=1)([CH3:13])([CH3:12])[CH3:11], predict the reactants needed to synthesize it. The reactants are: [Cl:1][C:2]1[CH:7]=[N:6][NH:5][C:4](=[O:8])[CH:3]=1.Br[C:10]([CH3:13])([CH3:12])[CH3:11]. (2) Given the product [Cl:16][C:17]1[CH:18]=[CH:19][C:20]([N:23]2[CH:27]=[C:26]([C:28]([N:10]3[CH2:9][C@H:8]([CH2:11][CH:12]([CH3:14])[CH3:13])[NH:7][C:6](=[O:15])[C@@H:5]3[CH2:1][CH:2]([CH3:4])[CH3:3])=[O:29])[N:25]=[N:24]2)=[CH:21][CH:22]=1, predict the reactants needed to synthesize it. The reactants are: [CH2:1]([C@@H:5]1[NH:10][CH2:9][C@H:8]([CH2:11][CH:12]([CH3:14])[CH3:13])[NH:7][C:6]1=[O:15])[CH:2]([CH3:4])[CH3:3].[Cl:16][C:17]1[CH:22]=[CH:21][C:20]([N:23]2[CH:27]=[C:26]([C:28](O)=[O:29])[N:25]=[N:24]2)=[CH:19][CH:18]=1.C([C@@H]1N(C([C@@H]2C[C@H]2C2C=CC=CC=2)=O)C[C@H](CC(C)C)NC1=O)C(C)C. (3) Given the product [Cl:17][C:18]1[CH:24]=[CH:23][C:21]([NH:22][C:14]([CH:10]2[CH2:11][CH2:12][CH2:13][N:8]([C:6]([O:5][C:1]([CH3:2])([CH3:3])[CH3:4])=[O:7])[CH2:9]2)=[O:16])=[CH:20][CH:19]=1, predict the reactants needed to synthesize it. The reactants are: [C:1]([O:5][C:6]([N:8]1[CH2:13][CH2:12][CH2:11][CH:10]([C:14]([OH:16])=O)[CH2:9]1)=[O:7])([CH3:4])([CH3:3])[CH3:2].[Cl:17][C:18]1[CH:24]=[CH:23][C:21]([NH2:22])=[CH:20][CH:19]=1.Cl.C(N=C=NCCCN(C)C)C.C(N(C(C)C)CC)(C)C.Cl. (4) Given the product [F:32][C:33]([F:38])([F:37])[C:34]([OH:36])=[O:35].[F:32][C:33]([F:38])([F:37])[C:34]([OH:36])=[O:35].[F:31][C:2]([F:1])([F:30])[C:3]1[CH:4]=[C:5]([N:9]2[CH2:14][CH2:13][N:12]([C:15]([C@H:17]3[CH2:21][CH2:20][C@@H:19]([NH2:22])[CH2:18]3)=[O:16])[CH2:11][CH2:10]2)[CH:6]=[CH:7][CH:8]=1, predict the reactants needed to synthesize it. The reactants are: [F:1][C:2]([F:31])([F:30])[C:3]1[CH:4]=[C:5]([N:9]2[CH2:14][CH2:13][N:12]([C:15]([C@H:17]3[CH2:21][CH2:20][C@@H:19]([NH:22]C(=O)OC(C)(C)C)[CH2:18]3)=[O:16])[CH2:11][CH2:10]2)[CH:6]=[CH:7][CH:8]=1.[F:32][C:33]([F:38])([F:37])[C:34]([OH:36])=[O:35]. (5) Given the product [OH:22][CH2:21][CH2:20][CH2:19][NH:18][C:7]1[C:8]2[N:9]([CH:15]=[CH:16][N:17]=2)[C:10]2[C:5]([N:6]=1)=[CH:4][C:3]([C:2]([F:1])([F:23])[F:24])=[C:12]([CH:13]=[O:29])[CH:11]=2, predict the reactants needed to synthesize it. The reactants are: [F:1][C:2]([F:24])([F:23])[C:3]1[CH:4]=[C:5]2[C:10](=[CH:11][C:12]=1[CH:13]=C)[N:9]1[CH:15]=[CH:16][N:17]=[C:8]1[C:7]([NH:18][CH2:19][CH2:20][CH2:21][OH:22])=[N:6]2.C[N+]1([O-])CC[O:29]CC1.I([O-])(=O)(=O)=O.[Na+]. (6) The reactants are: [N:1]1([C:19]([O:21][C:22]([CH3:25])([CH3:24])[CH3:23])=[O:20])[CH2:6][CH2:5][C:4]2([C:14]3[CH:15]=[CH:16][CH:17]=[CH:18][C:13]=3[C@@H:12]3[C@@H:8]([CH2:9][CH2:10][NH:11]3)[CH2:7]2)[CH2:3][CH2:2]1.C(N(CC)CC)C.[C:33](Cl)(=[O:35])[CH3:34]. Given the product [C:33]([N:11]1[C@H:12]2[C@H:8]([CH2:7][C:4]3([C:14]4[CH:15]=[CH:16][CH:17]=[CH:18][C:13]=42)[CH2:5][CH2:6][N:1]([C:19]([O:21][C:22]([CH3:25])([CH3:24])[CH3:23])=[O:20])[CH2:2][CH2:3]3)[CH2:9][CH2:10]1)(=[O:35])[CH3:34], predict the reactants needed to synthesize it.